Dataset: Reaction yield outcomes from USPTO patents with 853,638 reactions. Task: Predict the reaction yield, written as a fraction of the theoretical maximum amount of product (1.0 means a 100% yield; for example, 0.34 means a 34% yield). (1) The reactants are [CH3:1][C:2]1[CH:3]=[C:4]([CH:8]=[C:9]([CH3:11])[CH:10]=1)[C:5](O)=[O:6].C[N:13](C=O)C. The catalyst is S(Cl)(Cl)=O. The product is [CH3:1][C:2]1[CH:3]=[C:4]([CH:8]=[C:9]([CH3:11])[CH:10]=1)[C:5]([NH2:13])=[O:6]. The yield is 0.850. (2) The reactants are Cl[C:2]1[C:24]([N+:25]([O-:27])=[O:26])=[C:23]([Cl:28])[C:22]([F:29])=[CH:21][C:3]=1[C:4]([C:6](=[CH:12][NH:13][C@@H:14]([CH3:20])[CH2:15][O:16][C:17](=[O:19])[CH3:18])[C:7]([O:9][CH2:10][CH3:11])=[O:8])=[O:5].[O-]P([O-])([O-])=O.[K+].[K+].[K+]. The catalyst is C(#N)C. The product is [C:17]([O:16][CH2:15][C@@H:14]([N:13]1[C:2]2[C:3](=[CH:21][C:22]([F:29])=[C:23]([Cl:28])[C:24]=2[N+:25]([O-:27])=[O:26])[C:4](=[O:5])[C:6]([C:7]([O:9][CH2:10][CH3:11])=[O:8])=[CH:12]1)[CH3:20])(=[O:19])[CH3:18]. The yield is 0.957. (3) The reactants are [O:1]1[C:5]2([CH2:10][CH2:9][S:8][CH2:7][CH:6]2[C:11]([O:13]C)=[O:12])[O:4][CH2:3][CH2:2]1.[OH-].[K+]. The catalyst is C(O)C. The product is [O:4]1[C:5]2([CH2:10][CH2:9][S:8][CH2:7][CH:6]2[C:11]([OH:13])=[O:12])[O:1][CH2:2][CH2:3]1. The yield is 0.630. (4) The reactants are [CH3:1][N:2]1[CH:7]=[C:6]([N+:8]([O-])=O)[CH:5]=[C:4]([CH3:11])[C:3]1=[O:12].[NH4+].[Cl-]. The catalyst is CCO.[Fe]. The product is [NH2:8][C:6]1[CH:5]=[C:4]([CH3:11])[C:3](=[O:12])[N:2]([CH3:1])[CH:7]=1. The yield is 0.416.